Dataset: Retrosynthesis with 50K atom-mapped reactions and 10 reaction types from USPTO. Task: Predict the reactants needed to synthesize the given product. Given the product Cc1ccc(N)cc1Nc1nccc(-c2cccnc2)n1, predict the reactants needed to synthesize it. The reactants are: Cc1ccc(N)cc1NC(=N)N.O=CCC(=O)c1cccnc1.